From a dataset of TCR-epitope binding with 47,182 pairs between 192 epitopes and 23,139 TCRs. Binary Classification. Given a T-cell receptor sequence (or CDR3 region) and an epitope sequence, predict whether binding occurs between them. (1) The epitope is GTSGSPIIDK. The TCR CDR3 sequence is CASRSPFDGGDTQYF. Result: 0 (the TCR does not bind to the epitope). (2) The epitope is YLQPRTFLL. The TCR CDR3 sequence is CSARDQWAANTGELFF. Result: 1 (the TCR binds to the epitope). (3) The epitope is YIFFASFYY. The TCR CDR3 sequence is CASSLTPQTANTGELFF. Result: 1 (the TCR binds to the epitope).